From a dataset of Full USPTO retrosynthesis dataset with 1.9M reactions from patents (1976-2016). Predict the reactants needed to synthesize the given product. (1) Given the product [CH2:1]([N:3]1[CH:7]=[C:6]([CH3:8])[CH:5]=[C:4]1[C:9]([OH:11])=[O:10])[CH3:2], predict the reactants needed to synthesize it. The reactants are: [CH2:1]([N:3]1[CH:7]=[C:6]([CH3:8])[CH:5]=[C:4]1[C:9]([O:11]CC)=[O:10])[CH3:2].CO.C1COCC1.[OH-].[Na+]. (2) The reactants are: [CH3:1][C:2]([CH3:5])([O-])[CH3:3].[K+].Cl.[F:8][C:9]1[CH:18]=[C:17]2[C:12]([CH2:13][CH2:14][NH:15][CH2:16]2)=[CH:11][CH:10]=1.BrC1C=C(C)C([NH:27][C:28](=[O:34])[CH2:29][C:30]([CH3:33])([CH3:32])[CH3:31])=C(C)C=1. Given the product [F:8][C:9]1[CH:18]=[C:17]2[C:12]([CH2:13][CH2:14][N:15]([C:18]3[CH:9]=[C:10]([CH3:11])[C:3]([CH:29]([C:30]([CH3:33])([CH3:32])[CH3:31])[C:28]([NH2:27])=[O:34])=[C:2]([CH3:5])[CH:1]=3)[CH2:16]2)=[CH:11][CH:10]=1, predict the reactants needed to synthesize it. (3) Given the product [Cl:33][C:30]1[CH:31]=[CH:32][C:27]([C:25]2[N:12]=[C:11]([C:9]3[CH:10]=[C:5]([C:3]([OH:2])=[O:4])[C:6]([C:14]4[CH:19]=[CH:18][CH:17]=[CH:16][C:15]=4[N+:20]([O-:22])=[O:21])=[CH:7][CH:8]=3)[S:13][CH:24]=2)=[CH:28][CH:29]=1, predict the reactants needed to synthesize it. The reactants are: C[O:2][C:3]([C:5]1[C:6]([C:14]2[CH:19]=[CH:18][CH:17]=[CH:16][C:15]=2[N+:20]([O-:22])=[O:21])=[CH:7][CH:8]=[C:9]([C:11](=[S:13])[NH2:12])[CH:10]=1)=[O:4].Br[CH2:24][C:25]([C:27]1[CH:32]=[CH:31][C:30]([Cl:33])=[CH:29][CH:28]=1)=O. (4) Given the product [F:10][C:9]([F:12])([F:11])[O:8][C:5]1[CH:6]=[CH:7][C:2]([C:14]([C:16]2[CH:21]=[CH:20][N:19]=[CH:18][CH:17]=2)=[O:28])=[CH:3][CH:4]=1, predict the reactants needed to synthesize it. The reactants are: Br[C:2]1[CH:7]=[CH:6][C:5]([O:8][C:9]([F:12])([F:11])[F:10])=[CH:4][CH:3]=1.[Mg].[C:14]([C:16]1[CH:21]=[CH:20][N:19]=[CH:18][CH:17]=1)#N.[Cl-].[NH4+].Cl.C1C[O:28]CC1. (5) Given the product [Cl:1][C:2]1[N:3]=[C:4]2[CH:9]=[CH:8][C:7]([N:12]3[CH2:17][CH2:16][O:15][CH2:14][CH2:13]3)=[N:6][N:5]2[CH:11]=1, predict the reactants needed to synthesize it. The reactants are: [Cl:1][C:2]1[N:3]=[C:4]2[CH:9]=[CH:8][C:7](Cl)=[N:6][N:5]2[CH:11]=1.[NH:12]1[CH2:17][CH2:16][O:15][CH2:14][CH2:13]1.